From a dataset of Peptide-MHC class II binding affinity with 134,281 pairs from IEDB. Regression. Given a peptide amino acid sequence and an MHC pseudo amino acid sequence, predict their binding affinity value. This is MHC class II binding data. The peptide sequence is GSAYTALFSGVSWVM. The MHC is DRB1_0401 with pseudo-sequence DRB1_0401. The binding affinity (normalized) is 0.306.